From a dataset of Catalyst prediction with 721,799 reactions and 888 catalyst types from USPTO. Predict which catalyst facilitates the given reaction. (1) Reactant: [NH2:1][C:2]1[CH:7]=[C:6]([CH2:8][N:9]2[C:13]([CH3:15])([CH3:14])[C:12](=[O:16])[N:11]([C:17]3[CH:22]=[CH:21][C:20]([C:23]([CH3:26])([CH3:25])[CH3:24])=[CH:19][CH:18]=3)[C:10]2=[O:27])[CH:5]=[CH:4][N:3]=1.Br[C:29]1[CH:30]=[CH:31][C:32]([CH2:35][N:36]2[CH2:40][CH2:39][CH2:38][CH2:37]2)=[N:33][CH:34]=1.CC1(C)C2C=CC=C(P(C3C=CC=CC=3)C3C=CC=CC=3)C=2OC2C1=CC=CC=2P(C1C=CC=CC=1)C1C=CC=CC=1.C(=O)([O-])[O-].[Cs+].[Cs+]. Product: [C:23]([C:20]1[CH:19]=[CH:18][C:17]([N:11]2[C:12](=[O:16])[C:13]([CH3:15])([CH3:14])[N:9]([CH2:8][C:6]3[CH:5]=[CH:4][N:3]=[C:2]([NH:1][C:29]4[CH:34]=[N:33][C:32]([CH2:35][N:36]5[CH2:37][CH2:38][CH2:39][CH2:40]5)=[CH:31][CH:30]=4)[CH:7]=3)[C:10]2=[O:27])=[CH:22][CH:21]=1)([CH3:26])([CH3:25])[CH3:24]. The catalyst class is: 160. (2) Reactant: [F-].C([N+](CCCC)(CCCC)CCCC)CCC.C1COCC1.[CH3:24][O:25][C:26]1[CH:27]=[C:28]([CH:40]=[C:41]([O:54][CH3:55])[C:42]=1[CH2:43][C@H:44]1[C@:46]([CH3:53])([CH2:47][CH2:48][CH:49]=[C:50]([CH3:52])[CH3:51])[O:45]1)[O:29][Si](C(C)C)(C(C)C)C(C)C.CCCCCC. Product: [CH3:55][O:54][C:41]1[CH:40]=[C:28]([OH:29])[CH:27]=[C:26]([O:25][CH3:24])[C:42]=1[CH2:43][C@H:44]1[C@:46]([CH3:53])([CH2:47][CH2:48][CH:49]=[C:50]([CH3:52])[CH3:51])[O:45]1. The catalyst class is: 25. (3) Reactant: [H-].[Na+].[Cl:3][C:4]1[CH:9]=[C:8]([C:10]2[NH:19][C:13]3[N:14]=[CH:15][NH:16][C:17](=[O:18])[C:12]=3[CH:11]=2)[CH:7]=[CH:6][N:5]=1.Cl[CH2:21][CH2:22][O:23][CH3:24].C([O-])(O)=O.[Na+]. Product: [Cl:3][C:4]1[CH:9]=[C:8]([C:10]2[NH:19][C:13]3[N:14]=[CH:15][N:16]([CH2:21][CH2:22][O:23][CH3:24])[C:17](=[O:18])[C:12]=3[CH:11]=2)[CH:7]=[CH:6][N:5]=1. The catalyst class is: 3. (4) Reactant: [F:1][C:2]1[CH:3]=[N:4][C:5]([C:8]2[C:9]([NH:22][C@@H:23]3[CH2:28][CH2:27][CH2:26][N:25](C(OC(C)(C)C)=O)[CH2:24]3)=[N:10][C:11]([N:16]3[CH2:21][CH2:20][O:19][CH2:18][CH2:17]3)=[N:12][C:13]=2[O:14]C)=[N:6][CH:7]=1.[Na+].[I-].[Si](Cl)(C)(C)C. Product: [F:1][C:2]1[CH:3]=[N:4][C:5]([C:8]2[C:13](=[O:14])[NH:12][C:11]([N:16]3[CH2:17][CH2:18][O:19][CH2:20][CH2:21]3)=[N:10][C:9]=2[NH:22][C@@H:23]2[CH2:28][CH2:27][CH2:26][NH:25][CH2:24]2)=[N:6][CH:7]=1. The catalyst class is: 23. (5) Reactant: [CH2:1]([O:3][C:4]1[CH:9]=[CH:8][CH:7]=[CH:6][C:5]=1[CH2:10][CH2:11]O)[CH3:2].C1C=CC(P(C2C=CC=CC=2)C2C=CC=CC=2)=CC=1.N1C=CN=C1.[I:37]I. Product: [CH2:1]([O:3][C:4]1[CH:9]=[CH:8][CH:7]=[CH:6][C:5]=1[CH2:10][CH2:11][I:37])[CH3:2]. The catalyst class is: 4. (6) Reactant: [F:1][C:2]1[CH:34]=[C:33]([F:35])[CH:32]=[CH:31][C:3]=1[O:4][C:5]1[CH:6]=[C:7]2[C:11](=[CH:12][C:13]=1[C:14]([NH:16][C@@H:17]([CH2:22][CH2:23][N:24]([CH3:26])[CH3:25])[C:18](OC)=[O:19])=[O:15])[N:10]([CH2:27][CH:28]([CH3:30])[CH3:29])[N:9]=[CH:8]2.[BH4-].[Na+]. Product: [F:1][C:2]1[CH:34]=[C:33]([F:35])[CH:32]=[CH:31][C:3]=1[O:4][C:5]1[CH:6]=[C:7]2[C:11](=[CH:12][C:13]=1[C:14]([NH:16][C@@H:17]([CH2:22][CH2:23][N:24]([CH3:26])[CH3:25])[CH2:18][OH:19])=[O:15])[N:10]([CH2:27][CH:28]([CH3:29])[CH3:30])[N:9]=[CH:8]2. The catalyst class is: 242. (7) Reactant: Cl[C:2]1[C:11]2[C:6](=[CH:7][CH:8]=[C:9]([C:12]([OH:14])=[O:13])[CH:10]=2)[CH:5]=[CH:4][N:3]=1.CC(OC1C=CC=C(OC(C)C)C=1C1C(P(C2CCCCC2)C2CCCCC2)=CC=CC=1)C.CC(C1C=C(C(C)C)C(C2C(P(C3CCCCC3)C3CCCCC3)=C(OC)C=CC=2OC)=C(C(C)C)C=1)C.CC(C)([O-])C.[Na+].[C:92]([NH2:96])([CH3:95])([CH3:94])[CH3:93].C[Si]([N-][Si](C)(C)C)(C)C.[Li+]. Product: [C:92]([NH:96][C:2]1[C:11]2[C:6](=[CH:7][CH:8]=[C:9]([C:12]([OH:14])=[O:13])[CH:10]=2)[CH:5]=[CH:4][N:3]=1)([CH3:95])([CH3:94])[CH3:93]. The catalyst class is: 12.